This data is from Catalyst prediction with 721,799 reactions and 888 catalyst types from USPTO. The task is: Predict which catalyst facilitates the given reaction. (1) Reactant: [C:1]([O:4][CH2:5][CH2:6][O:7][C:8]1[CH:13]=[CH:12][C:11]([N+:14]([O-])=O)=[C:10]([O:17][CH3:18])[CH:9]=1)(=[O:3])[CH3:2]. Product: [NH2:14][C:11]1[CH:12]=[CH:13][C:8]([O:7][CH2:6][CH2:5][O:4][C:1](=[O:3])[CH3:2])=[CH:9][C:10]=1[O:17][CH3:18]. The catalyst class is: 78. (2) Reactant: [CH:1]1([C:4]([C:6]2[CH:7]=[N:8][C:9]3[C:14]([C:15]=2[NH:16][C:17]2[CH:18]=[CH:19][C:20]([N:23]4[CH2:28][CH2:27][CH2:26][C@H:25]([NH:29]C(=O)OC(C)(C)C)[CH2:24]4)=[N:21][CH:22]=2)=[CH:13][C:12]([C:37]2[CH:42]=[C:41]([Cl:43])[C:40]([OH:44])=[C:39]([Cl:45])[CH:38]=2)=[CH:11][CH:10]=3)=[O:5])[CH2:3][CH2:2]1.Cl. Product: [ClH:43].[NH2:29][C@H:25]1[CH2:26][CH2:27][CH2:28][N:23]([C:20]2[N:21]=[CH:22][C:17]([NH:16][C:15]3[C:14]4[C:9](=[CH:10][CH:11]=[C:12]([C:37]5[CH:38]=[C:39]([Cl:45])[C:40]([OH:44])=[C:41]([Cl:43])[CH:42]=5)[CH:13]=4)[N:8]=[CH:7][C:6]=3[C:4]([CH:1]3[CH2:3][CH2:2]3)=[O:5])=[CH:18][CH:19]=2)[CH2:24]1. The catalyst class is: 13. (3) Reactant: [O:1]=[C:2]1[C:5]2([CH2:9][CH2:8][CH2:7][N:6]2C(OCC2C=CC=CC=2)=O)[CH2:4][NH:3]1. Product: [C:2]1(=[O:1])[C:5]2([CH2:9][CH2:8][CH2:7][NH:6]2)[CH2:4][NH:3]1. The catalyst class is: 99. (4) Reactant: [CH:1]([C:4]1[C:9]([O:10][CH3:11])=[CH:8][C:7](N)=[CH:6][C:5]=1[O:13][CH3:14])([CH3:3])[CH3:2].N([O-])=O.[Na+].[I-:19].[K+]. Product: [I:19][C:7]1[CH:6]=[C:5]([O:13][CH3:14])[C:4]([CH:1]([CH3:3])[CH3:2])=[C:9]([O:10][CH3:11])[CH:8]=1. The catalyst class is: 33.